This data is from Forward reaction prediction with 1.9M reactions from USPTO patents (1976-2016). The task is: Predict the product of the given reaction. (1) Given the reactants Cl[C:2]1[C:3](Br)=[N:4][CH:5]=[CH:6][CH:7]=1.[O-]P([O-])([O-])=O.[K+].[K+].[K+].[CH:17]1(B(O)O)[CH2:19][CH2:18]1.C1(P([CH:36]2[CH2:41][CH2:40]CCC2)C2CCCCC2)CCCCC1, predict the reaction product. The product is: [CH:17]1([C:3]2[C:2]([CH:40]3[CH2:41][CH2:36]3)=[CH:7][CH:6]=[CH:5][N:4]=2)[CH2:19][CH2:18]1. (2) Given the reactants O=S(Cl)Cl.[C:5]([N:8]1[CH2:13][CH2:12][CH:11]([C:14]([OH:16])=O)[CH2:10][CH2:9]1)(=[O:7])[CH3:6].[Al+3].[Cl-].[Cl-].[Cl-].[Br:21][C:22]1[CH:27]=[CH:26][CH:25]=[CH:24][CH:23]=1, predict the reaction product. The product is: [Br:21][C:22]1[CH:27]=[CH:26][C:25]([C:14]([CH:11]2[CH2:10][CH2:9][N:8]([C:5](=[O:7])[CH3:6])[CH2:13][CH2:12]2)=[O:16])=[CH:24][CH:23]=1. (3) The product is: [C:18]1(/[CH:17]=[CH:16]/[C:15]2[O:24][CH:7]=[C:8]([C:9]([O:11][CH2:12][CH3:13])=[O:10])[N:25]=2)[CH:23]=[CH:22][CH:21]=[CH:20][CH:19]=1. Given the reactants C(=O)([O-])O.[Na+].Br[CH2:7][C:8](=O)[C:9]([O:11][CH2:12][CH3:13])=[O:10].[C:15]([NH2:25])(=[O:24])[CH:16]=[CH:17][C:18]1[CH:23]=[CH:22][CH:21]=[CH:20][CH:19]=1.FC(F)(F)C(OC(=O)C(F)(F)F)=O, predict the reaction product. (4) Given the reactants [NH3:1].[CH:2]([N:15]1[CH2:18][CH:17](OS(C)(=O)=O)[CH2:16]1)([C:9]1[CH:14]=[CH:13][CH:12]=[CH:11][CH:10]=1)[C:3]1[CH:8]=[CH:7][CH:6]=[CH:5][CH:4]=1, predict the reaction product. The product is: [CH:2]([N:15]1[CH2:18][CH:17]([NH2:1])[CH2:16]1)([C:9]1[CH:14]=[CH:13][CH:12]=[CH:11][CH:10]=1)[C:3]1[CH:8]=[CH:7][CH:6]=[CH:5][CH:4]=1. (5) Given the reactants [N:1]1([CH2:6][CH2:7][O:8][C:9]2[CH:10]=[C:11]3[C:16](=[CH:17][C:18]=2[CH3:19])[C:15](=[O:20])[CH2:14][CH2:13][CH2:12]3)[CH:5]=[CH:4][N:3]=[CH:2]1.[S:21]1[CH:25]=[CH:24][CH:23]=[C:22]1[CH:26]=O, predict the reaction product. The product is: [N:1]1([CH2:6][CH2:7][O:8][C:9]2[CH:10]=[C:11]3[C:16](=[CH:17][C:18]=2[CH3:19])[C:15](=[O:20])/[C:14](=[CH:26]/[C:22]2[S:21][CH:25]=[CH:24][CH:23]=2)/[CH2:13][CH2:12]3)[CH:5]=[CH:4][N:3]=[CH:2]1. (6) Given the reactants [CH2:1]([O:3][C:4](=[O:15])[CH2:5][CH:6]([C:11](=O)[CH2:12][CH3:13])[C:7](=O)[CH2:8][CH3:9])[CH3:2].O.[NH2:17][NH2:18], predict the reaction product. The product is: [CH2:1]([O:3][C:4](=[O:15])[CH2:5][C:6]1[C:11]([CH2:12][CH3:13])=[N:17][NH:18][C:7]=1[CH2:8][CH3:9])[CH3:2]. (7) Given the reactants [Cl:1][C:2]1[CH:7]=[CH:6][C:5]([NH2:8])=[CH:4][C:3]=1[C:9]1[O:10][C:11]2[CH:17]=[CH:16][C:15]([Cl:18])=[CH:14][C:12]=2[N:13]=1.N1C=CC=CC=1.Cl[C:26]([O:28][CH2:29][C:30]#[CH:31])=[O:27], predict the reaction product. The product is: [CH2:29]([O:28][C:26](=[O:27])[NH:8][C:5]1[CH:6]=[CH:7][C:2]([Cl:1])=[C:3]([C:9]2[O:10][C:11]3[CH:17]=[CH:16][C:15]([Cl:18])=[CH:14][C:12]=3[N:13]=2)[CH:4]=1)[C:30]#[CH:31]. (8) Given the reactants [F:1][C:2]1[C:7]([F:8])=[CH:6][C:5]([O:9][CH3:10])=[C:4]([N+:11]([O-])=O)[C:3]=1[NH:14][C:15]1[CH:20]=[CH:19][C:18]([I:21])=[CH:17][C:16]=1[F:22].[Cl-].[NH4+], predict the reaction product. The product is: [F:8][C:7]1[C:2]([F:1])=[C:3]([NH:14][C:15]2[CH:20]=[CH:19][C:18]([I:21])=[CH:17][C:16]=2[F:22])[C:4]([NH2:11])=[C:5]([O:9][CH3:10])[CH:6]=1.